From a dataset of Forward reaction prediction with 1.9M reactions from USPTO patents (1976-2016). Predict the product of the given reaction. (1) Given the reactants [CH3:1][C:2]1[CH:6]=[CH:5][N:4]([C:7]2[CH:12]=[CH:11][CH:10]=[CH:9][C:8]=2[OH:13])[CH:3]=1.O=[C:15]1[CH2:20][CH2:19][N:18]([C:21]([O:23][C:24]([CH3:27])([CH3:26])[CH3:25])=[O:22])[CH2:17][CH2:16]1.ClC(Cl)C(O)=O, predict the reaction product. The product is: [CH3:1][C:2]1[CH:6]=[C:5]2[N:4]([CH:3]=1)[C:7]1[CH:12]=[CH:11][CH:10]=[CH:9][C:8]=1[O:13][C:15]12[CH2:20][CH2:19][N:18]([C:21]([O:23][C:24]([CH3:27])([CH3:26])[CH3:25])=[O:22])[CH2:17][CH2:16]1. (2) Given the reactants [Cl:1][C:2]1[CH:3]=[N:4][C:5]2[C:6](=O)[CH2:7][CH2:8][C:9]=2[CH:10]=1.[NH2:12][C:13]1[CH:14]=[CH:15][C:16]([F:27])=[C:17]([C@@:19]2([CH3:26])[NH:24][C:23](=[O:25])[CH2:22][O:21][CH2:20]2)[CH:18]=1.[B][B][B][B][B][B][B][B][B][B].C(=O)([O-])O.[Na+], predict the reaction product. The product is: [Cl:1][C:2]1[CH:3]=[N:4][C:5]2[CH:6]([NH:12][C:13]3[CH:14]=[CH:15][C:16]([F:27])=[C:17]([C@@:19]4([CH3:26])[NH:24][C:23](=[O:25])[CH2:22][O:21][CH2:20]4)[CH:18]=3)[CH2:7][CH2:8][C:9]=2[CH:10]=1.